From a dataset of Full USPTO retrosynthesis dataset with 1.9M reactions from patents (1976-2016). Predict the reactants needed to synthesize the given product. (1) Given the product [C:11]1([C:27]2[CH:28]=[CH:29][CH:30]=[CH:31][CH:32]=2)[CH:16]=[CH:15][CH:14]=[C:13]([O:17][CH2:18][CH2:19][CH2:20][CH2:21][CH2:22][CH2:23][C:24]([C:2]2[O:1][CH:5]=[CH:4][N:3]=2)=[O:25])[CH:12]=1, predict the reactants needed to synthesize it. The reactants are: [O:1]1[CH:5]=[CH:4][N:3]=[CH:2]1.C([Li])CCC.[C:11]1([C:27]2[CH:32]=[CH:31][CH:30]=[CH:29][CH:28]=2)[CH:16]=[CH:15][CH:14]=[C:13]([O:17][CH2:18][CH2:19][CH2:20][CH2:21][CH2:22][CH2:23][C:24](Cl)=[O:25])[CH:12]=1.C(OCC)(=O)C. (2) Given the product [C:28]([NH:21][C:20]1[CH:22]=[CH:23][N:16]([C@@H:9]2[O:10][C@H:11]([CH2:14][O:15][C:36]([C:45]3[CH:50]=[CH:49][CH:48]=[CH:47][CH:46]=3)([C:37]3[CH:42]=[CH:41][C:40]([O:43][CH3:44])=[CH:39][CH:38]=3)[C:35]3[CH:52]=[CH:53][C:32]([O:31][CH3:30])=[CH:33][CH:34]=3)[C@@H:12]([OH:13])[C@H:8]2[O:7][CH2:6][O:5][CH2:4][CH2:3][C:1]#[N:2])[C:17](=[O:18])[N:19]=1)(=[O:55])[CH3:29], predict the reactants needed to synthesize it. The reactants are: [C:1]([CH2:3][CH2:4][O:5][CH2:6][O:7][C@@H:8]1[C@H:12]([OH:13])[C@@H:11]([CH2:14][OH:15])[O:10][C@H:9]1[N:16]1[CH:23]=[CH:22][C:20]([NH2:21])=[N:19][C:17]1=[O:18])#[N:2].N1[CH:29]=[CH:28]C=CC=1.[CH3:30][O:31][C:32]1[CH:53]=[CH:52][C:35]([C:36](Cl)([C:45]2[CH:50]=[CH:49][CH:48]=[CH:47][CH:46]=2)[C:37]2[CH:42]=[CH:41][C:40]([O:43][CH3:44])=[CH:39][CH:38]=2)=[CH:34][CH:33]=1.C[OH:55]. (3) Given the product [CH2:2]([O:9][C:10]1[CH:39]=[CH:38][CH:37]=[CH:36][C:11]=1[O:12][C:13]1[CH:18]=[C:17]([N:19]2[C:24](=[O:25])[CH:23]=[C:22]([C:26]([F:27])([F:28])[F:29])[N:21]([CH3:30])[C:20]2=[O:31])[C:16]([F:32])=[CH:15][C:14]=1[NH2:33])[C:3]1[CH:4]=[CH:5][CH:6]=[CH:7][CH:8]=1, predict the reactants needed to synthesize it. The reactants are: O.[CH2:2]([O:9][C:10]1[CH:39]=[CH:38][CH:37]=[CH:36][C:11]=1[O:12][C:13]1[CH:18]=[C:17]([N:19]2[C:24](=[O:25])[CH:23]=[C:22]([C:26]([F:29])([F:28])[F:27])[N:21]([CH3:30])[C:20]2=[O:31])[C:16]([F:32])=[CH:15][C:14]=1[N+:33]([O-])=O)[C:3]1[CH:8]=[CH:7][CH:6]=[CH:5][CH:4]=1. (4) Given the product [CH3:16][CH:17]1[CH2:26][CH2:25][C:24]2[C:19](=[CH:20][CH:21]=[CH:22][CH:23]=2)[NH:18]1, predict the reactants needed to synthesize it. The reactants are: N1CCC[C@@H]1C(N)=O.C(N(CC)CC)C.[CH3:16][C:17]1[CH:26]=[CH:25][C:24]2[C:19](=[CH:20][CH:21]=[CH:22][CH:23]=2)[N:18]=1.C(O)=O.C(N(CC)CC)C. (5) Given the product [CH3:12][C:11]1([CH3:13])[N:7]2[C:6](=[O:8])[CH2:5][CH2:4][C@@H:3]2[CH2:2][O:1]1, predict the reactants needed to synthesize it. The reactants are: [OH:1][CH2:2][C@@H:3]1[NH:7][C:6](=[O:8])[CH2:5][CH2:4]1.CO[C:11](OC)([CH3:13])[CH3:12].C12(CS(O)(=O)=O)C(C)(C)C(CC1)CC2=O.C(=O)(O)[O-].[Na+]. (6) Given the product [OH:2][C:3]1[C:8]2[O:9][C:10]([C:12]3[N:16]=[C:15]([CH3:17])[O:14][N:13]=3)=[CH:11][C:7]=2[CH:6]=[CH:5][CH:4]=1, predict the reactants needed to synthesize it. The reactants are: C[O:2][C:3]1[C:8]2[O:9][C:10]([C:12]3[N:16]=[C:15]([CH3:17])[O:14][N:13]=3)=[CH:11][C:7]=2[CH:6]=[CH:5][CH:4]=1.B(Br)(Br)Br. (7) Given the product [CH3:30][O:29][C:27]1[CH:26]=[C:24]([NH:25][CH:2]([C:14]2[CH:15]=[N:16][CH:17]=[CH:18][CH:19]=2)[C:3]([C:5]2[C:13]3[C:8](=[CH:9][CH:10]=[CH:11][CH:12]=3)[NH:7][CH:6]=2)=[O:4])[CH:23]=[C:22]([O:21][CH3:20])[CH:28]=1, predict the reactants needed to synthesize it. The reactants are: Br[CH:2]([C:14]1[CH:15]=[N:16][CH:17]=[CH:18][CH:19]=1)[C:3]([C:5]1[C:13]2[C:8](=[CH:9][CH:10]=[CH:11][CH:12]=2)[NH:7][CH:6]=1)=[O:4].[CH3:20][O:21][C:22]1[CH:23]=[C:24]([CH:26]=[C:27]([O:29][CH3:30])[CH:28]=1)[NH2:25].C(=O)(O)[O-].[Na+].